Dataset: Full USPTO retrosynthesis dataset with 1.9M reactions from patents (1976-2016). Task: Predict the reactants needed to synthesize the given product. (1) Given the product [Br:8][C:9]1[CH:10]=[C:11]([CH:15]([OH:34])[CH2:16][NH:17][C:18]2[CH:23]=[CH:22][NH:21][C:20](=[O:24])[C:19]=2[C:25]2[NH:26][C:27]3[CH:32]=[CH:31][N:30]=[CH:29][C:28]=3[N:33]=2)[CH:12]=[CH:13][CH:14]=1.[NH2:26][C:27]1[CH:32]=[CH:31][N:30]=[CH:29][C:28]=1[NH:33][C:25]([C:19]1[C:20](=[O:24])[NH:21][CH:22]=[CH:23][C:18]=1[NH:17][CH2:16][CH:15]([C:11]1[CH:12]=[CH:13][CH:14]=[C:9]([Br:8])[CH:10]=1)[OH:34])=[O:4], predict the reactants needed to synthesize it. The reactants are: FC(F)(F)C(O)=[O:4].[Br:8][C:9]1[CH:10]=[C:11]([CH:15]([OH:34])[CH2:16][NH:17][C:18]2[CH:23]=[CH:22][NH:21][C:20](=[O:24])[C:19]=2[C:25]2[NH:26][C:27]3[CH:32]=[CH:31][N:30]=[CH:29][C:28]=3[N:33]=2)[CH:12]=[CH:13][CH:14]=1.NCC(C1C=CC=C(Br)C=1)O. (2) Given the product [C:17]([O:3][CH2:1][O:4][C:36](=[O:37])[CH2:35][CH2:34][CH2:38][CH2:9][CH2:10][CH2:11][CH3:12])(=[O:19])[CH2:16][CH2:15][CH2:14][CH2:13][CH2:12][CH2:11][CH2:10][C:9]([O:21][CH2:32][O:31][C:22](=[O:30])[CH2:23][CH2:24][CH2:25][CH2:26][CH2:27][CH2:28][CH3:29])=[O:20], predict the reactants needed to synthesize it. The reactants are: [C:1]([O-:4])([O-:3])=O.[Cs+].[Cs+].[Na+].[I-].[C:9]([OH:21])(=[O:20])[CH2:10][CH2:11][CH2:12][CH2:13][CH2:14][CH2:15][CH2:16][C:17]([OH:19])=O.[C:22]([O:31][CH2:32]Cl)(=[O:30])[CH2:23][CH2:24][CH2:25][CH2:26][CH2:27][CH2:28][CH3:29].[CH2:34]1[CH2:38][O:37][CH2:36][CH2:35]1.